This data is from Forward reaction prediction with 1.9M reactions from USPTO patents (1976-2016). The task is: Predict the product of the given reaction. (1) The product is: [C:1]12([C:11]3[CH:12]=[C:13]([CH:17]=[CH:18][C:19]=3[O:20][CH3:21])[C:14]([NH:22][CH2:23][CH2:24][C:25]3[CH:30]=[CH:29][C:28]([OH:31])=[CH:27][CH:26]=3)=[O:16])[CH2:10][CH:5]3[CH2:6][CH:7]([CH2:9][CH:3]([CH2:4]3)[CH2:2]1)[CH2:8]2. Given the reactants [C:1]12([C:11]3[CH:12]=[C:13]([CH:17]=[CH:18][C:19]=3[O:20][CH3:21])[C:14]([OH:16])=O)[CH2:10][CH:5]3[CH2:6][CH:7]([CH2:9][CH:3]([CH2:4]3)[CH2:2]1)[CH2:8]2.[NH2:22][CH2:23][CH2:24][C:25]1[CH:30]=[CH:29][C:28]([OH:31])=[CH:27][CH:26]=1, predict the reaction product. (2) Given the reactants [Br-].C([P+]([C:20]1[CH:25]=[CH:24][CH:23]=[CH:22][CH:21]=1)([C:20]1[CH:25]=[CH:24][CH:23]=[CH:22][CH:21]=1)[C:20]1[CH:25]=[CH:24][CH:23]=[CH:22][CH:21]=1)CCCC.C([Li])CCC.CCCCCC.[Br:37][C:38]1[CH:39]=[N:40][CH:41]=[CH:42][C:43]=1C=O, predict the reaction product. The product is: [Br:37][C:38]1[CH:39]=[N:40][CH:41]=[CH:42][C:43]=1[CH:21]=[CH:22][CH2:23][CH2:24][CH2:25][CH3:20]. (3) Given the reactants [Br:1][C:2]1[CH:7]=[CH:6][C:5]([N:8]=[C:9]=[S:10])=[CH:4][CH:3]=1.[CH3:11][C:12]([CH3:17])([CH3:16])[CH:13]([NH2:15])[CH3:14], predict the reaction product. The product is: [Br:1][C:2]1[CH:7]=[CH:6][C:5]([NH:8][C:9]([NH:15][CH:13]([CH3:14])[C:12]([CH3:17])([CH3:16])[CH3:11])=[S:10])=[CH:4][CH:3]=1. (4) Given the reactants [N:1]([CH2:4][C@H:5]([NH:19]C(=O)OC(C)(C)C)[C:6]1[CH:11]=[CH:10][C:9]([O:12][CH2:13][CH:14]([CH3:18])[CH2:15][CH2:16][CH3:17])=[CH:8][CH:7]=1)=[N+:2]=[N-:3].FC(F)(F)C(O)=O, predict the reaction product. The product is: [N:1]([CH2:4][C@@H:5]([C:6]1[CH:11]=[CH:10][C:9]([O:12][CH2:13][CH:14]([CH3:18])[CH2:15][CH2:16][CH3:17])=[CH:8][CH:7]=1)[NH2:19])=[N+:2]=[N-:3].